This data is from Forward reaction prediction with 1.9M reactions from USPTO patents (1976-2016). The task is: Predict the product of the given reaction. (1) Given the reactants [Cl:1][C:2]1[CH:41]=[CH:40][CH:39]=[CH:38][C:3]=1[CH2:4][N:5]1[C:9]2[C:10](=[O:23])[N:11]([CH3:22])[C:12]3[CH:13]=[C:14]4[C:20](=[O:21])[O:19][CH2:18][C:15]4=[CH:16][C:17]=3[C:8]=2[N:7]=[C:6]1[N:24]1[CH2:29][CH2:28][CH2:27][C@@H:26]([NH:30]C(=O)OC(C)(C)C)[CH2:25]1.Cl.O1CCOCC1, predict the reaction product. The product is: [ClH:1].[NH2:30][C@@H:26]1[CH2:27][CH2:28][CH2:29][N:24]([C:6]2[N:5]([CH2:4][C:3]3[CH:38]=[CH:39][CH:40]=[CH:41][C:2]=3[Cl:1])[C:9]3[C:10](=[O:23])[N:11]([CH3:22])[C:12]4[CH:13]=[C:14]5[C:20](=[O:21])[O:19][CH2:18][C:15]5=[CH:16][C:17]=4[C:8]=3[N:7]=2)[CH2:25]1. (2) Given the reactants CS(O[CH2:6][CH2:7][C:8]1[CH:13]=[CH:12][C:11]([C:14]#[N:15])=[CH:10][N:9]=1)(=O)=O.[C:16]([O:20][C:21](=[O:26])[NH:22][CH2:23][CH2:24][NH2:25])([CH3:19])([CH3:18])[CH3:17].C([O-])([O-])=O.[K+].[K+], predict the reaction product. The product is: [C:14]([C:11]1[CH:12]=[CH:13][C:8]([CH2:7][CH2:6][NH:25][CH2:24][CH2:23][NH:22][C:21](=[O:26])[O:20][C:16]([CH3:18])([CH3:17])[CH3:19])=[N:9][CH:10]=1)#[N:15]. (3) Given the reactants C(N(S(F)(F)[F:7])CC)C.[CH2:10]([O:17][CH2:18][C@H:19](O)[CH2:20][O:21][C@H:22]1[C@H:27]([C:28]2[CH:33]=[CH:32][C:31]([O:34][CH3:35])=[CH:30][CH:29]=2)[C@@H:26]([O:36][CH2:37][C:38]2[CH:39]=[CH:40][C:41]3[O:46][CH2:45][CH2:44][N:43]([CH2:47][CH2:48][CH2:49][O:50][CH3:51])[C:42]=3[CH:52]=2)[CH2:25][N:24]([C:53]([O:55][CH2:56][C:57]2[CH:62]=[CH:61][CH:60]=[CH:59][CH:58]=2)=[O:54])[CH2:23]1)[C:11]1[CH:16]=[CH:15][CH:14]=[CH:13][CH:12]=1.C(=O)(O)[O-].[Na+], predict the reaction product. The product is: [CH2:10]([O:17][CH2:18][C@@H:19]([F:7])[CH2:20][O:21][C@H:22]1[C@H:27]([C:28]2[CH:33]=[CH:32][C:31]([O:34][CH3:35])=[CH:30][CH:29]=2)[C@@H:26]([O:36][CH2:37][C:38]2[CH:39]=[CH:40][C:41]3[O:46][CH2:45][CH2:44][N:43]([CH2:47][CH2:48][CH2:49][O:50][CH3:51])[C:42]=3[CH:52]=2)[CH2:25][N:24]([C:53]([O:55][CH2:56][C:57]2[CH:62]=[CH:61][CH:60]=[CH:59][CH:58]=2)=[O:54])[CH2:23]1)[C:11]1[CH:16]=[CH:15][CH:14]=[CH:13][CH:12]=1. (4) Given the reactants Br[C:2]1[CH:7]=[CH:6][C:5]([C:8]2[O:9][C:10]([CH3:13])=[N:11][N:12]=2)=[CH:4][C:3]=1[CH3:14].[CH3:15][C:16]1[CH:29]=[CH:28][C:19]([C:20]([NH:22][C:23]2[S:24][CH:25]=[N:26][N:27]=2)=[O:21])=[CH:18][C:17]=1B1OC(C)(C)C(C)(C)O1, predict the reaction product. The product is: [S:24]1[CH:25]=[N:26][N:27]=[C:23]1[NH:22][C:20]([C:19]1[CH:18]=[C:17]([C:2]2[CH:7]=[CH:6][C:5]([C:8]3[O:9][C:10]([CH3:13])=[N:11][N:12]=3)=[CH:4][C:3]=2[CH3:14])[C:16]([CH3:15])=[CH:29][CH:28]=1)=[O:21].